From a dataset of Peptide-MHC class I binding affinity with 185,985 pairs from IEDB/IMGT. Regression. Given a peptide amino acid sequence and an MHC pseudo amino acid sequence, predict their binding affinity value. This is MHC class I binding data. The peptide sequence is AMLDVDLHPA. The MHC is HLA-A02:06 with pseudo-sequence HLA-A02:06. The binding affinity (normalized) is 0.819.